This data is from Reaction yield outcomes from USPTO patents with 853,638 reactions. The task is: Predict the reaction yield, written as a fraction of the theoretical maximum amount of product (1.0 means a 100% yield; for example, 0.34 means a 34% yield). (1) The reactants are [N:1]([CH2:4][C@@H:5]([NH:13]C(=O)OC(C)(C)C)[CH2:6][C:7]1[CH:12]=[CH:11][CH:10]=[CH:9][CH:8]=1)=[N+:2]=[N-:3].O1CCOCC1. The catalyst is Cl.C(Cl)Cl. The product is [N:1]([CH2:4][C@@H:5]([NH2:13])[CH2:6][C:7]1[CH:12]=[CH:11][CH:10]=[CH:9][CH:8]=1)=[N+:2]=[N-:3]. The yield is 0.800. (2) The reactants are Cl[C:2]1[C:7]([C:8]#[N:9])=[CH:6][N:5]=[C:4]([S:10][CH3:11])[N:3]=1.CCN(C(C)C)C(C)C.Cl.[C:22]12([NH2:28])[CH2:27][CH:25]([CH2:26]1)[CH2:24][CH2:23]2. The catalyst is O1CCOCC1.[Cl-].[Na+].O. The product is [C:22]12([NH:28][C:2]3[C:7]([C:8]#[N:9])=[CH:6][N:5]=[C:4]([S:10][CH3:11])[N:3]=3)[CH2:27][CH:25]([CH2:26]1)[CH2:24][CH2:23]2. The yield is 0.890.